From a dataset of Peptide-MHC class I binding affinity with 185,985 pairs from IEDB/IMGT. Regression. Given a peptide amino acid sequence and an MHC pseudo amino acid sequence, predict their binding affinity value. This is MHC class I binding data. The peptide sequence is MGLIYNRM. The MHC is H-2-Kb with pseudo-sequence H-2-Kb. The binding affinity (normalized) is 0.883.